This data is from Reaction yield outcomes from USPTO patents with 853,638 reactions. The task is: Predict the reaction yield, written as a fraction of the theoretical maximum amount of product (1.0 means a 100% yield; for example, 0.34 means a 34% yield). (1) The reactants are Cl[C:2]1[S:3][CH:4]=[C:5]([C:7]([O:9]CC)=[O:8])[N:6]=1.[NH:12]1[CH2:16][CH2:15][CH2:14][CH2:13]1.C(N(CC)C(C)C)C. The catalyst is O1CCOCC1. The product is [N:12]1([C:2]2[S:3][CH:4]=[C:5]([C:7]([OH:9])=[O:8])[N:6]=2)[CH2:16][CH2:15][CH2:14][CH2:13]1. The yield is 0.680. (2) The reactants are C[O:2][C:3](=[O:21])[C:4]([CH3:20])([CH3:19])[CH:5]([C:13]1[S:14][C:15]([Br:18])=[CH:16][CH:17]=1)[C:6]1[CH:11]=[CH:10][CH:9]=[C:8]([F:12])[CH:7]=1.[OH-].[K+]. The product is [Br:18][C:15]1[S:14][C:13]([CH:5]([C:6]2[CH:11]=[CH:10][CH:9]=[C:8]([F:12])[CH:7]=2)[C:4]([CH3:20])([CH3:19])[C:3]([OH:21])=[O:2])=[CH:17][CH:16]=1. The yield is 0.860. The catalyst is CO.CS(C)=O. (3) The reactants are [CH3:1][CH2:2]/[CH:3]=[CH:4]\[CH2:5][C@H:6]1[C:11]23[C:15](=[CH:16][C:17](=[O:18])[C@:9]([OH:20])([CH2:10]2)[CH2:8][C@H:7]1[CH2:21][C:22]([C@H:24]([OH:35])[CH2:25][CH2:26][CH2:27][CH2:28][CH2:29][CH2:30][CH2:31][C:32]([OH:34])=[O:33])=[O:23])[NH:14][CH2:13][C@@H:12]3[OH:19].N1C=CC=CC=1.C(OC(=O)C)(=O)C. The catalyst is CS(C)=O. The product is [CH3:1][CH2:2]/[CH:3]=[CH:4]\[CH2:5][C@H:6]1[C:11]23[C:15](=[CH:16][C:17](=[O:18])[C@:9]([OH:20])([CH2:10]2)[CH2:8][C@H:7]1[CH2:21][C:22]([C@@H:24]([OH:35])[CH2:25][CH2:26][CH2:27][CH2:28][CH2:29][CH2:30][CH2:31][C:32]([OH:34])=[O:33])=[O:23])[NH:14][CH2:13][C@@H:12]3[OH:19]. The yield is 0.880. (4) The product is [Cl:1][C:2]1[CH:3]=[CH:4][C:5]([C:6]([NH:8][C:9]2[CH:10]=[N:11][C:12]([CH:15]3[CH2:19][CH2:18][NH:17][CH2:16]3)=[CH:13][CH:14]=2)=[O:7])=[CH:29][CH:30]=1. The yield is 0.0800. The catalyst is ClCCl. The reactants are [Cl:1][C:2]1[CH:30]=[CH:29][C:5]([C:6]([NH:8][C:9]2[CH:10]=[N:11][C:12]([CH:15]3[CH2:19][CH2:18][N:17](CC4C=CC(OC)=CC=4)[CH2:16]3)=[CH:13][CH:14]=2)=[O:7])=[CH:4][CH:3]=1.N1C=CC=CC=1.ClC(Cl)(OC(=O)OC(Cl)(Cl)Cl)Cl. (5) The reactants are [Li+].[OH-].[CH3:3][C:4]1[S:5][CH:6]=[C:7]([C:9]2[S:13][C:12]([C:14]([O:16]C)=[O:15])=[CH:11][CH:10]=2)[N:8]=1.Cl. The catalyst is O1CCOCC1. The product is [CH3:3][C:4]1[S:5][CH:6]=[C:7]([C:9]2[S:13][C:12]([C:14]([OH:16])=[O:15])=[CH:11][CH:10]=2)[N:8]=1. The yield is 0.690. (6) The reactants are [N+:1]([C:4]1[CH:5]=[N:6][N:7]([CH:9]2[CH2:14][CH2:13][O:12][CH2:11][CH2:10]2)[CH:8]=1)([O-])=O. The catalyst is CO.[Pd]. The product is [O:12]1[CH2:11][CH2:10][CH:9]([N:7]2[CH:8]=[C:4]([NH2:1])[CH:5]=[N:6]2)[CH2:14][CH2:13]1. The yield is 0.950. (7) The reactants are Cl[C:2]1[CH:7]=[CH:6][N:5]=[CH:4][C:3]=1[N+:8]([O-:10])=[O:9].[CH3:11][C@@H:12]1[CH2:17][NH:16][CH2:15][C@H:14]2[NH:18][C:19](=[O:21])[O:20][C@@H:13]12.N1CCCCC1.[C:28](O[C:28]([O:30][C:31]([CH3:34])([CH3:33])[CH3:32])=[O:29])([O:30][C:31]([CH3:34])([CH3:33])[CH3:32])=[O:29].CN(C1C=CC=CN=1)C. The catalyst is C(Cl)Cl. The product is [CH3:11][C@@H:12]1[CH2:17][N:16]([C:2]2[CH:7]=[CH:6][N:5]=[CH:4][C:3]=2[N+:8]([O-:10])=[O:9])[CH2:15][C@H:14]2[N:18]([C:28]([O:30][C:31]([CH3:34])([CH3:33])[CH3:32])=[O:29])[C:19](=[O:21])[O:20][C@@H:13]12. The yield is 0.620. (8) The reactants are [CH3:1][O:2][CH2:3][CH2:4][CH2:5][C:6]1[S:10][C:9]([C:11]2[CH:16]=[CH:15][CH:14]=[CH:13][CH:12]=2)=[N:8][C:7]=1[C:17](Cl)=[O:18].[N:20]1[C:28]2[C:23](=[N:24][CH:25]=[CH:26][CH:27]=2)[S:22][C:21]=1[C:29]1[CH:35]=[CH:34][CH:33]=[CH:32][C:30]=1[NH2:31].CCN(C(C)C)C(C)C. The catalyst is C(#N)C. The product is [CH3:1][O:2][CH2:3][CH2:4][CH2:5][C:6]1[S:10][C:9]([C:11]2[CH:16]=[CH:15][CH:14]=[CH:13][CH:12]=2)=[N:8][C:7]=1[C:17]([NH:31][C:30]1[CH:32]=[CH:33][CH:34]=[CH:35][C:29]=1[C:21]1[S:22][C:23]2[C:28]([N:20]=1)=[CH:27][CH:26]=[CH:25][N:24]=2)=[O:18]. The yield is 0.860. (9) The catalyst is O. The reactants are [CH3:1][O:2][C:3]1[CH:4]=[C:5]([C:8]([O:11]COC)=[CH:9][N:10]=1)[CH:6]=[O:7].Cl.[C:16]([O-])([O-])=[O:17].[K+].[K+].C1[CH2:26][O:25][CH2:24]C1. The product is [OH:11][C:8]1[C:5]([CH:6]=[O:7])=[CH:4][C:3]([O:2][CH2:1][CH2:24][O:25][CH3:26])=[N:10][CH:9]=1.[OH:11][C:8]1[CH:9]=[N:10][C:3]([O:2][CH2:1][CH2:24][O:25][CH3:26])=[C:4]([CH:5]=1)[CH:16]=[O:17]. The yield is 0.600.